Binary Classification. Given a drug SMILES string, predict its activity (active/inactive) in a high-throughput screening assay against a specified biological target. From a dataset of HIV replication inhibition screening data with 41,000+ compounds from the AIDS Antiviral Screen. (1) The drug is O=C1OCc2c1cc1ccc(O)c(OC3OC(CO)C(O)C(O)C3O)c1c2-c1ccc2c(c1)OCO2. The result is 0 (inactive). (2) The molecule is CCN(CC)CCC(=O)c1ccccc1. The result is 0 (inactive). (3) The molecule is CC(=O)NNc1nc(C)c(C(C=Cc2ccccc2O)=NNC(=O)c2ccncc2)s1. The result is 0 (inactive). (4) The result is 0 (inactive). The drug is O=C(OCc1ccccc1)N(Cc1ccccc1)S(=O)(=O)c1ccccc1. (5) The drug is N#CC(N)=C(C#N)N=C1OCC(O)C(O)C1O. The result is 0 (inactive). (6) The molecule is Cn1cnc([N+](=O)[O-])c1Sc1nc2cc(F)c(Cl)cc2[nH]1. The result is 0 (inactive). (7) The drug is CN(C)c1ccc(C=NC23CC4CC(CC(C4)C2)C3)cc1. The result is 0 (inactive).